Dataset: Forward reaction prediction with 1.9M reactions from USPTO patents (1976-2016). Task: Predict the product of the given reaction. Given the reactants P(Cl)(Cl)(Cl)=O.[O:6]1[CH2:11][CH2:10][N:9]([C:12]2[CH:17]=[C:16]([N:18]3[CH2:23][CH2:22][O:21][CH2:20][CH2:19]3)[N:15]=[C:14]([N:24]3[CH2:29][CH2:28][N:27]([C:30]4[CH:35]=[CH:34][CH:33]=[CH:32][CH:31]=4)[CH2:26][CH2:25]3)[N:13]=2)[CH2:8][CH2:7]1.[OH-].[Na+].[C:38](OCC)(=[O:40])C, predict the reaction product. The product is: [O:6]1[CH2:11][CH2:10][N:9]([C:12]2[C:17]([CH:38]=[O:40])=[C:16]([N:18]3[CH2:23][CH2:22][O:21][CH2:20][CH2:19]3)[N:15]=[C:14]([N:24]3[CH2:25][CH2:26][N:27]([C:30]4[CH:35]=[CH:34][CH:33]=[CH:32][CH:31]=4)[CH2:28][CH2:29]3)[N:13]=2)[CH2:8][CH2:7]1.